This data is from NCI-60 drug combinations with 297,098 pairs across 59 cell lines. The task is: Regression. Given two drug SMILES strings and cell line genomic features, predict the synergy score measuring deviation from expected non-interaction effect. (1) Cell line: OVCAR-8. Drug 1: COC1=C(C=C2C(=C1)N=CN=C2NC3=CC(=C(C=C3)F)Cl)OCCCN4CCOCC4. Synergy scores: CSS=42.8, Synergy_ZIP=-1.50, Synergy_Bliss=0.338, Synergy_Loewe=7.90, Synergy_HSA=9.17. Drug 2: CC1CCC2CC(C(=CC=CC=CC(CC(C(=O)C(C(C(=CC(C(=O)CC(OC(=O)C3CCCCN3C(=O)C(=O)C1(O2)O)C(C)CC4CCC(C(C4)OC)OCCO)C)C)O)OC)C)C)C)OC. (2) Drug 1: CCC1=CC2CC(C3=C(CN(C2)C1)C4=CC=CC=C4N3)(C5=C(C=C6C(=C5)C78CCN9C7C(C=CC9)(C(C(C8N6C)(C(=O)OC)O)OC(=O)C)CC)OC)C(=O)OC.C(C(C(=O)O)O)(C(=O)O)O. Drug 2: CC(C)(C#N)C1=CC(=CC(=C1)CN2C=NC=N2)C(C)(C)C#N. Cell line: HCT-15. Synergy scores: CSS=4.39, Synergy_ZIP=-3.70, Synergy_Bliss=-6.44, Synergy_Loewe=-7.92, Synergy_HSA=-6.76. (3) Drug 1: CC1=C(N=C(N=C1N)C(CC(=O)N)NCC(C(=O)N)N)C(=O)NC(C(C2=CN=CN2)OC3C(C(C(C(O3)CO)O)O)OC4C(C(C(C(O4)CO)O)OC(=O)N)O)C(=O)NC(C)C(C(C)C(=O)NC(C(C)O)C(=O)NCCC5=NC(=CS5)C6=NC(=CS6)C(=O)NCCC[S+](C)C)O. Drug 2: CCC1(CC2CC(C3=C(CCN(C2)C1)C4=CC=CC=C4N3)(C5=C(C=C6C(=C5)C78CCN9C7C(C=CC9)(C(C(C8N6C)(C(=O)OC)O)OC(=O)C)CC)OC)C(=O)OC)O.OS(=O)(=O)O. Cell line: OVCAR-8. Synergy scores: CSS=38.2, Synergy_ZIP=0.859, Synergy_Bliss=0.992, Synergy_Loewe=-0.449, Synergy_HSA=0.465. (4) Drug 1: C1=CC(=C2C(=C1NCCNCCO)C(=O)C3=C(C=CC(=C3C2=O)O)O)NCCNCCO. Drug 2: CN(C(=O)NC(C=O)C(C(C(CO)O)O)O)N=O. Cell line: SW-620. Synergy scores: CSS=41.6, Synergy_ZIP=-2.55, Synergy_Bliss=-3.30, Synergy_Loewe=-3.21, Synergy_HSA=-0.0561.